Task: Predict the reactants needed to synthesize the given product.. Dataset: Full USPTO retrosynthesis dataset with 1.9M reactions from patents (1976-2016) Given the product [C:13]([C:15]1([NH:18][C:19]([C@@H:21]2[CH2:25][C@@H:24]([S:26]([C:29]3[CH:34]=[CH:33][C:32]([O:4][CH2:3][C:2]([F:6])([F:5])[F:1])=[CH:31][C:30]=3[C:36]([F:37])([F:38])[F:39])(=[O:27])=[O:28])[CH2:23][N:22]2[C:40]2[N:41]([C:46]3[CH:51]=[CH:50][C:49]([C:52]([F:55])([F:54])[F:53])=[CH:48][CH:47]=3)[N:42]=[C:43]([CH3:45])[CH:44]=2)=[O:20])[CH2:16][CH2:17]1)#[N:14], predict the reactants needed to synthesize it. The reactants are: [F:1][C:2]([F:6])([F:5])[CH2:3][OH:4].C(=O)([O-])[O-].[Cs+].[Cs+].[C:13]([C:15]1([NH:18][C:19]([C@@H:21]2[CH2:25][C@@H:24]([S:26]([C:29]3[CH:34]=[CH:33][C:32](F)=[CH:31][C:30]=3[C:36]([F:39])([F:38])[F:37])(=[O:28])=[O:27])[CH2:23][N:22]2[C:40]2[N:41]([C:46]3[CH:51]=[CH:50][C:49]([C:52]([F:55])([F:54])[F:53])=[CH:48][CH:47]=3)[N:42]=[C:43]([CH3:45])[CH:44]=2)=[O:20])[CH2:17][CH2:16]1)#[N:14].C(OC(C)=O)(C)C.